Dataset: TCR-epitope binding with 47,182 pairs between 192 epitopes and 23,139 TCRs. Task: Binary Classification. Given a T-cell receptor sequence (or CDR3 region) and an epitope sequence, predict whether binding occurs between them. (1) The epitope is AYAQKIFKI. The TCR CDR3 sequence is CASSYNTGNYNEQFF. Result: 0 (the TCR does not bind to the epitope). (2) The epitope is VTEHDTLLY. The TCR CDR3 sequence is CASRDRLVSYEQYF. Result: 1 (the TCR binds to the epitope). (3) The epitope is LLDFVRFMGV. The TCR CDR3 sequence is CASSNRDGMNTEAFF. Result: 0 (the TCR does not bind to the epitope). (4) The epitope is HPKVSSEVHI. The TCR CDR3 sequence is CSATSRQGGLEQYF. Result: 1 (the TCR binds to the epitope). (5) The epitope is FLNGSCGSV. The TCR CDR3 sequence is CASSFSGTPYEQYF. Result: 1 (the TCR binds to the epitope). (6) The epitope is IPRRNVATL. The TCR CDR3 sequence is CASSAYGSTEAFF. Result: 0 (the TCR does not bind to the epitope).